Dataset: Caco-2 cell permeability data measuring drug intestinal absorption for ~900 compounds. Task: Regression/Classification. Given a drug SMILES string, predict its absorption, distribution, metabolism, or excretion properties. Task type varies by dataset: regression for continuous measurements (e.g., permeability, clearance, half-life) or binary classification for categorical outcomes (e.g., BBB penetration, CYP inhibition). For this dataset (caco2_wang), we predict Y. The molecule is CN1CCN(c2c(F)cc3c(=O)c(C(=O)O)cn(CCF)c3c2F)CC1. The Y is -4.81 log Papp (cm/s).